From a dataset of Forward reaction prediction with 1.9M reactions from USPTO patents (1976-2016). Predict the product of the given reaction. (1) Given the reactants C[O:2][C:3]([C@H:5]1[CH2:10][CH2:9][C@H:8]([CH2:11][CH:12]([CH3:14])[CH3:13])[CH2:7][CH2:6]1)=[O:4].C1(C)C=CC=CC=1.C[O-].[Na+], predict the reaction product. The product is: [CH2:11]([C@H:8]1[CH2:9][CH2:10][C@H:5]([C:3]([OH:4])=[O:2])[CH2:6][CH2:7]1)[CH:12]([CH3:14])[CH3:13]. (2) Given the reactants [Cl:1][C:2]1[CH:10]=[CH:9][C:5]([C:6]([OH:8])=O)=[C:4]([OH:11])[CH:3]=1.[Cl:12][C:13]1[CH:19]=[C:18]([S:20]([C:23]([F:26])([F:25])[F:24])(=[O:22])=[O:21])[CH:17]=[CH:16][C:14]=1[NH2:15], predict the reaction product. The product is: [Cl:1][C:2]1[CH:10]=[CH:9][C:5]([C:6]([NH:15][C:14]2[CH:16]=[CH:17][C:18]([S:20]([C:23]([F:26])([F:24])[F:25])(=[O:22])=[O:21])=[CH:19][C:13]=2[Cl:12])=[O:8])=[C:4]([OH:11])[CH:3]=1.